From a dataset of Reaction yield outcomes from USPTO patents with 853,638 reactions. Predict the reaction yield, written as a fraction of the theoretical maximum amount of product (1.0 means a 100% yield; for example, 0.34 means a 34% yield). (1) The reactants are Br[C:2]1[CH:7]=[CH:6][C:5]([N:8]2[C:12]([CH2:13][C@@H:14]3[CH2:18][CH2:17][N:16]([C:19]([CH:21]4[CH2:23][CH2:22]4)=[O:20])[CH2:15]3)=[N:11][NH:10][C:9]2=[O:24])=[CH:4][CH:3]=1.[Cl:25][C:26]1[CH:31]=[C:30]([Cl:32])[CH:29]=[CH:28][C:27]=1B(O)O.P([O-])([O-])([O-])=O.[K+].[K+].[K+]. The catalyst is C(O)C.O.C1C=CC([P]([Pd]([P](C2C=CC=CC=2)(C2C=CC=CC=2)C2C=CC=CC=2)([P](C2C=CC=CC=2)(C2C=CC=CC=2)C2C=CC=CC=2)[P](C2C=CC=CC=2)(C2C=CC=CC=2)C2C=CC=CC=2)(C2C=CC=CC=2)C2C=CC=CC=2)=CC=1. The product is [CH:21]1([C:19]([N:16]2[CH2:17][CH2:18][C@@H:14]([CH2:13][C:12]3[N:8]([C:5]4[CH:6]=[CH:7][C:2]([C:29]5[CH:28]=[CH:27][C:26]([Cl:25])=[CH:31][C:30]=5[Cl:32])=[CH:3][CH:4]=4)[C:9](=[O:24])[NH:10][N:11]=3)[CH2:15]2)=[O:20])[CH2:23][CH2:22]1. The yield is 0.218. (2) The reactants are [OH:1][C@:2]([CH3:33])([CH2:17][CH2:18][CH2:19][C@H:20]([CH3:32])[CH2:21][CH2:22][CH2:23][C@H:24]([CH3:31])[CH2:25][CH2:26][CH2:27][CH:28]([CH3:30])[CH3:29])[CH2:3][CH2:4][C:5]1[C:6]([CH2:14][CH2:15][CH3:16])=[C:7]([OH:13])[CH:8]=[C:9]([CH3:12])[C:10]=1[OH:11].C(#N)C.C(Cl)Cl.O=[N+]([O-])[O-].[O-][N+](=O)[O-].[O-][N+](=O)[O-].[O-][N+](=O)[O-].[O-][N+](=O)[O-].[O-][N+](=O)[O-].[Ce+4].[NH4+].[NH4+]. The catalyst is O. The product is [OH:1][C@:2]([CH3:33])([CH2:17][CH2:18][CH2:19][C@H:20]([CH3:32])[CH2:21][CH2:22][CH2:23][C@H:24]([CH3:31])[CH2:25][CH2:26][CH2:27][CH:28]([CH3:30])[CH3:29])[CH2:3][CH2:4][C:5]1[C:10](=[O:11])[C:9]([CH3:12])=[CH:8][C:7](=[O:13])[C:6]=1[CH2:14][CH2:15][CH3:16]. The yield is 0.440.